Dataset: Forward reaction prediction with 1.9M reactions from USPTO patents (1976-2016). Task: Predict the product of the given reaction. (1) Given the reactants [NH2:1][C:2]1[C:3]([NH:10][C:11]2[CH:12]=[C:13]3[C:18](=[CH:19][CH:20]=2)[CH:17]([CH2:21][NH:22][C:23](=[O:29])[O:24][C:25]([CH3:28])([CH3:27])[CH3:26])[CH2:16][CH2:15][CH2:14]3)=[N:4][C:5]([O:8][CH3:9])=[CH:6][CH:7]=1.C(#N)C.C(=O)([O-])[O-].[K+].[K+].Br[CH2:40][C:41]([O:43][CH2:44][CH3:45])=[O:42], predict the reaction product. The product is: [CH3:27][C:25]([O:24][C:23]([NH:22][CH2:21][CH:17]1[CH2:16][CH2:15][CH2:14][C:13]2[CH:12]=[C:11]([NH:10][C:3]3[C:2]([NH:1][CH2:40][C:41]([O:43][CH2:44][CH3:45])=[O:42])=[CH:7][CH:6]=[C:5]([O:8][CH3:9])[N:4]=3)[CH:20]=[CH:19][C:18]1=2)=[O:29])([CH3:26])[CH3:28]. (2) Given the reactants [CH3:1][O:2][C:3]([C:5]1[C:6]([Cl:13])=[N:7][C:8]([Cl:12])=[CH:9][C:10]=1[CH3:11])=[O:4].[Br:14]N1C(=O)CCC1=O.CC(N=NC(C#N)(C)C)(C#N)C.C(O)(=O)C, predict the reaction product. The product is: [CH3:1][O:2][C:3]([C:5]1[C:6]([Cl:13])=[N:7][C:8]([Cl:12])=[CH:9][C:10]=1[CH2:11][Br:14])=[O:4]. (3) The product is: [Br:10][C:1]1[NH:2][CH:3]=[C:4]2[C:8](=[O:9])[CH2:7][CH2:6][C:5]=12. Given the reactants [CH:1]1[NH:2][CH:3]=[C:4]2[C:8](=[O:9])[CH2:7][CH2:6][C:5]=12.[Br:10]N1C(=O)CCC1=O, predict the reaction product. (4) Given the reactants Cl[C:2]1[N:7]=[C:6]([C:8]2[N:12]3[CH:13]=[CH:14][C:15]([F:17])=[CH:16][C:11]3=[N:10][C:9]=2[C:18]2[CH:19]=[CH:20][C:21]([O:35][CH3:36])=[C:22]([CH:34]=2)[C:23]([NH:25][C:26]2[C:31]([F:32])=[CH:30][CH:29]=[CH:28][C:27]=2[F:33])=[O:24])[CH:5]=[CH:4][N:3]=1.[CH3:37][O:38][C:39]1[CH:45]=[C:44]([N:46]2[CH2:51][CH2:50][CH:49]([N:52]3[CH2:57][CH2:56][N:55]([S:58]([CH3:61])(=[O:60])=[O:59])[CH2:54][CH2:53]3)[CH2:48][CH2:47]2)[CH:43]=[CH:42][C:40]=1[NH2:41].Cl.O1CCOCC1.C[O-].[Na+], predict the reaction product. The product is: [F:33][C:27]1[CH:28]=[CH:29][CH:30]=[C:31]([F:32])[C:26]=1[NH:25][C:23](=[O:24])[C:22]1[CH:34]=[C:18]([C:9]2[N:10]=[C:11]3[CH:16]=[C:15]([F:17])[CH:14]=[CH:13][N:12]3[C:8]=2[C:6]2[CH:5]=[CH:4][N:3]=[C:2]([NH:41][C:40]3[CH:42]=[CH:43][C:44]([N:46]4[CH2:51][CH2:50][CH:49]([N:52]5[CH2:57][CH2:56][N:55]([S:58]([CH3:61])(=[O:60])=[O:59])[CH2:54][CH2:53]5)[CH2:48][CH2:47]4)=[CH:45][C:39]=3[O:38][CH3:37])[N:7]=2)[CH:19]=[CH:20][C:21]=1[O:35][CH3:36].